From a dataset of Forward reaction prediction with 1.9M reactions from USPTO patents (1976-2016). Predict the product of the given reaction. (1) Given the reactants [BH4-].[Na+].[C:3]([O:7][C:8](=[O:26])[CH2:9][C:10](=[O:25])[CH2:11][CH2:12][C:13]1[CH:18]=[CH:17][C:16]([C:19]2[CH:24]=[CH:23][CH:22]=[CH:21][CH:20]=2)=[CH:15][CH:14]=1)([CH3:6])([CH3:5])[CH3:4].Cl, predict the reaction product. The product is: [C:3]([O:7][C:8](=[O:26])[CH2:9][CH:10]([OH:25])[CH2:11][CH2:12][C:13]1[CH:14]=[CH:15][C:16]([C:19]2[CH:24]=[CH:23][CH:22]=[CH:21][CH:20]=2)=[CH:17][CH:18]=1)([CH3:6])([CH3:4])[CH3:5]. (2) Given the reactants Br[CH2:2][C:3]([N:5]([C:18]1[CH:23]=[CH:22][C:21]([CH3:24])=[C:20]([CH3:25])[CH:19]=1)[CH2:6][CH2:7][C:8]1[CH:13]=[CH:12][C:11]([C:14]([F:17])([F:16])[F:15])=[CH:10][CH:9]=1)=[O:4].[N:26]1[C:30]2[CH:31]=[CH:32][CH:33]=[N:34][C:29]=2[NH:28][CH:27]=1, predict the reaction product. The product is: [CH3:25][C:20]1[CH:19]=[C:18]([N:5]([CH2:6][CH2:7][C:8]2[CH:13]=[CH:12][C:11]([C:14]([F:17])([F:16])[F:15])=[CH:10][CH:9]=2)[C:3](=[O:4])[CH2:2][N:26]2[C:30]3[C:29](=[N:34][CH:33]=[CH:32][CH:31]=3)[N:28]=[CH:27]2)[CH:23]=[CH:22][C:21]=1[CH3:24]. (3) Given the reactants [NH2:1][C:2]1[N:7]([CH3:8])[C:6](=[O:9])[N:5]([CH3:10])[C:4](=[O:11])[C:3]=1[N:12]=O.S(S([O-])=O)([O-])=O.[Na+].[Na+], predict the reaction product. The product is: [NH2:12][C:3]1[C:4](=[O:11])[N:5]([CH3:10])[C:6](=[O:9])[N:7]([CH3:8])[C:2]=1[NH2:1]. (4) The product is: [C:12]([O:16][C:17]([N:19]1[CH2:24][CH2:23][CH2:22][C:21]([C:10]#[CH:11])([OH:25])[CH2:20]1)=[O:18])([CH3:15])([CH3:13])[CH3:14]. Given the reactants C([Li])CCC.C[Si]([C:10]#[CH:11])(C)C.[C:12]([O:16][C:17]([N:19]1[CH2:24][CH2:23][CH2:22][C:21](=[O:25])[CH2:20]1)=[O:18])([CH3:15])([CH3:14])[CH3:13].[Cl-].N, predict the reaction product.